This data is from Forward reaction prediction with 1.9M reactions from USPTO patents (1976-2016). The task is: Predict the product of the given reaction. (1) Given the reactants [CH:1]1([CH2:4][N:5]([CH2:24][CH2:25][CH3:26])[C:6]2[N:11]=[CH:10][N:9]=[C:8]([C:12]([NH:14][C:15]3[CH:20]=[CH:19][C:18]([CH:21]=O)=[CH:17][C:16]=3[CH3:23])=[O:13])[CH:7]=2)[CH2:3][CH2:2]1.[CH3:27][NH:28][CH2:29][CH2:30][OH:31].C(O[BH-](OC(=O)C)OC(=O)C)(=O)C, predict the reaction product. The product is: [CH:1]1([CH2:4][N:5]([CH2:24][CH2:25][CH3:26])[C:6]2[N:11]=[CH:10][N:9]=[C:8]([C:12]([NH:14][C:15]3[CH:20]=[CH:19][C:18]([CH2:21][N:28]([CH2:29][CH2:30][OH:31])[CH3:27])=[CH:17][C:16]=3[CH3:23])=[O:13])[CH:7]=2)[CH2:2][CH2:3]1. (2) Given the reactants [NH2:1][C:2]1[CH:7]=[CH:6][CH:5]=[CH:4][C:3]=1[NH:8][C:9](=[O:17])[C:10]1[CH:15]=[CH:14][C:13](I)=[CH:12][CH:11]=1.[N:18]1[CH:23]=[CH:22][CH:21]=[CH:20][C:19]=1[N:24]1[CH2:29][CH2:28][NH:27][CH2:26][CH2:25]1.C(=O)([O-])[O-].[K+].[K+].O1C=[CH:39][CH:38]=[C:37]1P(C1OC=CC=1)C1OC=CC=1.C=C=C, predict the reaction product. The product is: [NH2:1][C:2]1[CH:7]=[CH:6][CH:5]=[CH:4][C:3]=1[NH:8][C:9](=[O:17])[C:10]1[CH:15]=[CH:14][C:13]([C:38]([CH2:39][N:27]2[CH2:26][CH2:25][N:24]([C:19]3[CH:20]=[CH:21][CH:22]=[CH:23][N:18]=3)[CH2:29][CH2:28]2)=[CH2:37])=[CH:12][CH:11]=1. (3) Given the reactants [OH:1][C:2]1[CH:7]=[CH:6][C:5](B(O)O)=[CH:4][CH:3]=1.Br[C:12]1[N:13]=[CH:14][S:15][CH:16]=1.C(=O)([O-])[O-].[K+].[K+], predict the reaction product. The product is: [S:15]1[CH:16]=[C:12]([C:5]2[CH:6]=[CH:7][C:2]([OH:1])=[CH:3][CH:4]=2)[N:13]=[CH:14]1. (4) The product is: [CH3:23][O:22][C:19]1[CH:18]=[CH:17][C:16]([C:14]([C:12]2[S:13][C:6]3[N:5]([CH2:4][CH2:3][CH2:2][NH:1][NH:25][SH:24](=[O:28])=[O:27])[C:9]([CH3:10])=[CH:8][C:7]=3[CH:11]=2)=[O:15])=[CH:21][CH:20]=1. Given the reactants [NH2:1][CH2:2][CH2:3][CH2:4][N:5]1[C:9]([CH3:10])=[CH:8][C:7]2[CH:11]=[C:12]([C:14]([C:16]3[CH:21]=[CH:20][C:19]([O:22][CH3:23])=[CH:18][CH:17]=3)=[O:15])[S:13][C:6]1=2.[S:24](=[O:28])(=[O:27])(N)[NH2:25], predict the reaction product. (5) Given the reactants Br[C:2]1[CH:7]=[CH:6][CH:5]=[CH:4][C:3]=1[CH2:8][CH2:9][C:10]([O:12][CH3:13])=[O:11].B1([C:23]2[CH2:28][CH2:27][N:26]([C:29]([O:31][C:32]([CH3:35])([CH3:34])[CH3:33])=[O:30])[CH2:25][CH:24]=2)OC(C)(C)C(C)(C)O1.C([O-])([O-])=O.[K+].[K+], predict the reaction product. The product is: [CH3:13][O:12][C:10](=[O:11])[CH2:9][CH2:8][C:3]1[CH:4]=[CH:5][CH:6]=[CH:7][C:2]=1[C:23]1[CH2:28][CH2:27][N:26]([C:29]([O:31][C:32]([CH3:35])([CH3:34])[CH3:33])=[O:30])[CH2:25][CH:24]=1. (6) Given the reactants C1(NC(C2C3C=C(C4C(F)=CN=C(NCCCC5CCNCC5)N=4)SC=3C=CC=2)=O)CC1.[ClH:33].Cl.[CH:35]1([NH:38][C:39]([C:41]2[C:49]3[CH:48]=[C:47]([C:50]4[C:55](F)=[CH:54][N:53]=[C:52]([NH:57][CH2:58][CH2:59][CH2:60][CH:61]5[CH2:66][CH2:65][N:64]([CH3:67])[CH2:63][CH2:62]5)[N:51]=4)[S:46][C:45]=3[CH:44]=[CH:43][CH:42]=2)=[O:40])CC1.CNC(C1C2C=C(C3C([Cl:87])=CN=C(Cl)N=3)SC=2C=CC=1)=O, predict the reaction product. The product is: [ClH:87].[ClH:33].[CH3:35][NH:38][C:39]([C:41]1[C:49]2[CH:48]=[C:47]([C:50]3[C:55]([Cl:87])=[CH:54][N:53]=[C:52]([NH:57][CH2:58][CH2:59][CH2:60][CH:61]4[CH2:66][CH2:65][N:64]([CH3:67])[CH2:63][CH2:62]4)[N:51]=3)[S:46][C:45]=2[CH:44]=[CH:43][CH:42]=1)=[O:40].